Predict the product of the given reaction. From a dataset of Forward reaction prediction with 1.9M reactions from USPTO patents (1976-2016). (1) Given the reactants [Br:1][C:2]1[CH:3]=[C:4]([C:10]2[NH:14][C:13]3[CH2:15][CH2:16][CH2:17][CH2:18][C:12]=3[N:11]=2)[C:5]([O:8]C)=[N:6][CH:7]=1, predict the reaction product. The product is: [Br:1][C:2]1[CH:3]=[C:4]([C:10]2[NH:11][C:12]3[CH2:18][CH2:17][CH2:16][CH2:15][C:13]=3[N:14]=2)[C:5]([OH:8])=[N:6][CH:7]=1. (2) Given the reactants Cl[C:2]1[C:11]2[C:6](=[CH:7][CH:8]=[C:9]([CH3:12])[CH:10]=2)[N:5]=[C:4]([N:13]2[CH2:19][C:18]3[CH:20]=[CH:21][CH:22]=[CH:23][C:17]=3[S:16](=[O:25])(=[O:24])[CH2:15][CH2:14]2)[CH:3]=1.[S:26]1[CH2:29][C:28]([CH2:32][NH2:33])([CH2:30][NH2:31])[CH2:27]1.C1(P(C2C=CC=CC=2)C2C=CC3C(=CC=CC=3)C=2C2C3C(=CC=CC=3)C=CC=2P(C2C=CC=CC=2)C2C=CC=CC=2)C=CC=CC=1.CC(C)([O-])C.[Na+], predict the reaction product. The product is: [NH2:31][CH2:30][C:28]1([CH2:32][NH:33][C:2]2[C:11]3[C:6](=[CH:7][CH:8]=[C:9]([CH3:12])[CH:10]=3)[N:5]=[C:4]([N:13]3[CH2:19][C:18]4[CH:20]=[CH:21][CH:22]=[CH:23][C:17]=4[S:16](=[O:25])(=[O:24])[CH2:15][CH2:14]3)[CH:3]=2)[CH2:29][S:26][CH2:27]1. (3) Given the reactants [F:1][C:2]1[CH:3]=[C:4]([OH:11])[CH:5]=[CH:6][C:7]=1[N+:8]([O-:10])=[O:9].CS([O-])(=O)=O.[CH2:17]([N:19]([CH2:24][CH3:25])[CH2:20][CH2:21][CH2:22]O)[CH3:18].C([O-])([O-])=O.[K+].[K+], predict the reaction product. The product is: [F:1][C:2]1[CH:3]=[C:4]([O:11][CH2:22][CH2:21][CH2:20][N:19]([CH2:24][CH3:25])[CH2:17][CH3:18])[CH:5]=[CH:6][C:7]=1[N+:8]([O-:10])=[O:9]. (4) Given the reactants [CH:1]1([CH2:4][C:5]([NH:7][CH2:8][C@@H:9]2[O:13][C:12](=[O:14])[N:11]([C:15]3[CH:34]=[CH:33][C:18]4[C:19]5[N:20](C(=O)CC6CC6)[N:21]=[CH:22][C:23]=5[CH2:24][CH2:25][CH2:26][C:17]=4[CH:16]=3)[CH2:10]2)=[O:6])[CH2:3][CH2:2]1.C(N)C1C=CC=CC=1, predict the reaction product. The product is: [CH:1]1([CH2:4][C:5]([NH:7][CH2:8][C@@H:9]2[O:13][C:12](=[O:14])[N:11]([C:15]3[CH:34]=[CH:33][C:18]4[C:19]5[NH:20][N:21]=[CH:22][C:23]=5[CH2:24][CH2:25][CH2:26][C:17]=4[CH:16]=3)[CH2:10]2)=[O:6])[CH2:2][CH2:3]1. (5) Given the reactants [O-]P([O-])([O-])=O.[K+].[K+].[K+].[CH2:9]([NH2:16])[C:10]1[CH:15]=[CH:14][CH:13]=[CH:12][CH:11]=1.I[C:18]1[CH:23]=[CH:22][C:21]([O:24][CH3:25])=[CH:20][CH:19]=1.C(O)CO, predict the reaction product. The product is: [CH2:9]([NH:16][C:18]1[CH:23]=[CH:22][C:21]([O:24][CH3:25])=[CH:20][CH:19]=1)[C:10]1[CH:15]=[CH:14][CH:13]=[CH:12][CH:11]=1. (6) Given the reactants [CH3:1][O:2][C:3]1[CH:22]=[CH:21][C:6]([CH2:7][C@@H:8]2[C:12]3=[N:13][C:14]4[CH:19]=[CH:18][CH:17]=[CH:16][C:15]=4[N:11]3[C:10](=[O:20])[NH:9]2)=[CH:5][CH:4]=1.Cl.[Cl:24][C:25]1[CH:26]=[C:27]([C:31]2([NH2:34])[CH2:33][CH2:32]2)[CH:28]=[CH:29][CH:30]=1.C(O)(C(F)(F)F)=O, predict the reaction product. The product is: [NH:13]1[C:14]2[CH:19]=[CH:18][CH:17]=[CH:16][C:15]=2[N:11]=[C:12]1[C@H:8]([NH:9][C:10]([NH:34][C:31]1([C:27]2[CH:28]=[CH:29][CH:30]=[C:25]([Cl:24])[CH:26]=2)[CH2:33][CH2:32]1)=[O:20])[CH2:7][C:6]1[CH:5]=[CH:4][C:3]([O:2][CH3:1])=[CH:22][CH:21]=1.